From a dataset of Full USPTO retrosynthesis dataset with 1.9M reactions from patents (1976-2016). Predict the reactants needed to synthesize the given product. (1) Given the product [N:1]1([C:10]2[C@:26]3([CH3:27])[CH:13]([CH:14]4[CH:23]([CH2:24][CH2:25]3)[C@:22]3([CH3:28])[C@H:17]([CH2:18][C:19](=[O:29])[CH2:20][CH2:21]3)[CH2:16][CH2:15]4)[CH2:12][CH:11]=2)[C:5]2[CH:6]=[CH:7][CH:8]=[CH:9][C:4]=2[N:3]=[CH:2]1, predict the reactants needed to synthesize it. The reactants are: [N:1]1([C:10]2[C@:26]3([CH3:27])[CH:13]([CH:14]4[CH:23]([CH2:24][CH2:25]3)[C@:22]3([CH3:28])[C@H:17]([CH2:18][C@@H:19]([OH:29])[CH2:20][CH2:21]3)[CH2:16][CH2:15]4)[CH2:12][CH:11]=2)[C:5]2[CH:6]=[CH:7][CH:8]=[CH:9][C:4]=2[N:3]=[CH:2]1.C[N+]1([O-])CCOCC1. (2) Given the product [CH2:19]([N:26]1[C:34]2[CH2:33][CH2:32][N:31]([C:2]3[NH:11][C:10](=[O:12])[C:9]4[C:4](=[CH:5][C:6]([O:15][CH3:16])=[C:7]([O:13][CH3:14])[CH:8]=4)[N:3]=3)[CH2:30][C:29]=2[N:28]=[CH:27]1)[C:20]1[CH:21]=[CH:22][CH:23]=[CH:24][CH:25]=1, predict the reactants needed to synthesize it. The reactants are: Cl[C:2]1[NH:3][C:4]2[C:9]([C:10](=[O:12])[N:11]=1)=[CH:8][C:7]([O:13][CH3:14])=[C:6]([O:15][CH3:16])[CH:5]=2.Cl.Cl.[CH2:19]([N:26]1[C:34]2[CH2:33][CH2:32][NH:31][CH2:30][C:29]=2[N:28]=[CH:27]1)[C:20]1[CH:25]=[CH:24][CH:23]=[CH:22][CH:21]=1.C(N(C(C)C)CC)(C)C. (3) Given the product [Br:1][C:2]1[CH:3]=[CH:4][C:5]([C:8]2[O:12][N:11]=[C:10]([CH3:13])[C:9]=2[CH:14]([OH:15])[C:16]#[CH:17])=[CH:6][CH:7]=1, predict the reactants needed to synthesize it. The reactants are: [Br:1][C:2]1[CH:7]=[CH:6][C:5]([C:8]2[O:12][N:11]=[C:10]([CH3:13])[C:9]=2[CH:14]=[O:15])=[CH:4][CH:3]=1.[C:16]([Mg]Br)#[CH:17]. (4) Given the product [Br:18][C:4]1[C:5]([C:11]#[N:12])=[N:6][N:7]([CH2:8][CH2:9][CH3:10])[C:3]=1[CH2:1][CH3:2], predict the reactants needed to synthesize it. The reactants are: [CH2:1]([C:3]1[N:7]([CH2:8][CH2:9][CH3:10])[N:6]=[C:5]([C:11]#[N:12])[CH:4]=1)[CH3:2].C([O-])(=O)C.[K+].[Br:18]Br.S([O-])(O)=O.[Na+]. (5) Given the product [Cl:25][CH2:13][C:8]1[C:7]([N:4]2[CH2:5][CH2:6][O:1][CH2:2][CH2:3]2)=[CH:12][CH:11]=[CH:10][N:9]=1, predict the reactants needed to synthesize it. The reactants are: [O:1]1[CH2:6][CH2:5][N:4]([C:7]2[C:8]([CH2:13]O)=[N:9][CH:10]=[CH:11][CH:12]=2)[CH2:3][CH2:2]1.CC1C=CC(S([Cl:25])(=O)=O)=CC=1.[NH4+].[Cl-]. (6) Given the product [F:1][C:2]1[CH:7]=[C:6]([F:8])[CH:5]=[CH:4][C:3]=1[C@:9]12[CH2:10][O:11][C@H:12]([CH3:16])[C@H:13]1[CH2:14][S:19][C:18]([NH:20][C:21](=[O:28])[C:22]1[CH:27]=[CH:26][CH:25]=[CH:24][CH:23]=1)=[N:17]2, predict the reactants needed to synthesize it. The reactants are: [F:1][C:2]1[CH:7]=[C:6]([F:8])[CH:5]=[CH:4][C:3]=1[C@@:9]1([NH:17][C:18]([NH:20][C:21](=[O:28])[C:22]2[CH:27]=[CH:26][CH:25]=[CH:24][CH:23]=2)=[S:19])[C@H:13]([CH2:14]O)[C@@H:12]([CH3:16])[O:11][CH2:10]1.FC(F)(F)S(OS(C(F)(F)F)(=O)=O)(=O)=O. (7) Given the product [F:40][C:37]1[CH:38]=[CH:39][C:34]([CH2:33][O:32][C:29]2[CH:30]=[CH:31][N:26]([CH2:25][CH2:24][C:21]3[CH:20]=[CH:19][C:18]([CH:14]4[CH2:15][CH2:16][CH2:17][N:13]4[CH2:12][CH2:11][O:10][CH3:44])=[CH:23][CH:22]=3)[C:27](=[O:41])[CH:28]=2)=[CH:35][CH:36]=1, predict the reactants needed to synthesize it. The reactants are: [H-].[Na+].[Si]([O:10][CH2:11][CH2:12][N:13]1[CH2:17][CH2:16][CH2:15][CH:14]1[C:18]1[CH:23]=[CH:22][C:21]([CH2:24][CH2:25][N:26]2[CH:31]=[CH:30][C:29]([O:32][CH2:33][C:34]3[CH:39]=[CH:38][C:37]([F:40])=[CH:36][CH:35]=3)=[CH:28][C:27]2=[O:41])=[CH:20][CH:19]=1)(C(C)(C)C)(C)C.CI.[C:44](=O)([O-])O.[Na+].